Dataset: Catalyst prediction with 721,799 reactions and 888 catalyst types from USPTO. Task: Predict which catalyst facilitates the given reaction. The catalyst class is: 11. Product: [CH2:1]([C:5]1([CH3:32])[CH2:10][CH2:9][N:8]([C:11]2[N:16]3[CH:17]=[C:18]([C:20]([O:22][CH2:23][CH3:24])=[O:21])[N:19]=[C:15]3[CH:14]=[C:13]([CH3:25])[C:12]=2[C@H:26]([OH:31])[C:27]([O:29][CH3:30])=[O:28])[CH2:7][CH2:6]1)[CH2:2][CH:3]=[CH2:4]. Reactant: [CH2:1]([C:5]1([CH3:32])[CH2:10][CH2:9][N:8]([C:11]2[N:16]3[CH:17]=[C:18]([C:20]([O:22][CH2:23][CH3:24])=[O:21])[N:19]=[C:15]3[CH:14]=[C:13]([CH3:25])[C:12]=2[C:26](=[O:31])[C:27]([O:29][CH3:30])=[O:28])[CH2:7][CH2:6]1)[CH2:2][CH:3]=[CH2:4].CC(O)C.C(=O)=O.[B]1OC2C(=CC=CC=2)O1.C([O-])([O-])=O.[K+].[K+].